Task: Predict the reactants needed to synthesize the given product.. Dataset: Full USPTO retrosynthesis dataset with 1.9M reactions from patents (1976-2016) (1) Given the product [Br:31][CH2:32][C:33]1[CH:34]=[C:35]([CH:36]=[CH:37][CH:38]=1)[CH2:39][O:18][C:15]1[CH:14]=[CH:13][C:12]([CH:11]2[N:8]([C:5]3[CH:4]=[CH:3][C:2]([F:1])=[CH:7][CH:6]=3)[C:9](=[O:30])[CH:10]2[CH2:19][CH2:20][CH:21]([C:23]2[CH:24]=[CH:25][C:26]([F:29])=[CH:27][CH:28]=2)[OH:22])=[CH:17][CH:16]=1, predict the reactants needed to synthesize it. The reactants are: [F:1][C:2]1[CH:7]=[CH:6][C:5]([N:8]2[CH:11]([C:12]3[CH:17]=[CH:16][C:15]([OH:18])=[CH:14][CH:13]=3)[CH:10]([CH2:19][CH2:20][CH:21]([C:23]3[CH:28]=[CH:27][C:26]([F:29])=[CH:25][CH:24]=3)[OH:22])[C:9]2=[O:30])=[CH:4][CH:3]=1.[Br:31][CH2:32][C:33]1[CH:38]=[CH:37][CH:36]=[C:35]([CH2:39]Br)[CH:34]=1.C(=O)([O-])[O-].[K+].[K+]. (2) Given the product [ClH:1].[OH:2][C@H:3]([C:27]1[CH:32]=[CH:31][C:30]([OH:33])=[CH:29][CH:28]=1)[C@@H:4]([NH:6][CH2:7][CH2:8][O:9][C:10]1[C:15]([CH3:16])=[CH:14][C:13]([C:17]2[CH:22]=[CH:21][C:20]([C:23]([OH:25])=[O:24])=[CH:19][CH:18]=2)=[CH:12][C:11]=1[CH3:26])[CH3:5], predict the reactants needed to synthesize it. The reactants are: [ClH:1].[OH:2][C@H:3]([C:27]1[CH:32]=[CH:31][C:30]([OH:33])=[CH:29][CH:28]=1)[C@@H:4]([NH:6][CH2:7][CH2:8][O:9][C:10]1[C:15]([CH3:16])=[CH:14][C:13]([C:17]2[CH:22]=[CH:21][C:20]([C:23]([OH:25])=[O:24])=[CH:19][CH:18]=2)=[CH:12][C:11]=1[CH3:26])[CH3:5]. (3) Given the product [C:4]([O:3][C:1]([N:8]1[CH2:14][CH2:13][CH2:12][N:11]([C:16]2[C:21]([N+:22]([O-:24])=[O:23])=[CH:20][CH:19]=[CH:18][C:17]=2[O:25][CH3:26])[CH2:10][CH2:9]1)=[O:2])([CH3:7])([CH3:6])[CH3:5], predict the reactants needed to synthesize it. The reactants are: [C:1]([N:8]1[CH2:14][CH2:13][CH2:12][NH:11][CH2:10][CH2:9]1)([O:3][C:4]([CH3:7])([CH3:6])[CH3:5])=[O:2].Br[C:16]1[C:21]([N+:22]([O-:24])=[O:23])=[CH:20][CH:19]=[CH:18][C:17]=1[O:25][CH3:26].C(=O)([O-])[O-].[Cs+].[Cs+]. (4) The reactants are: [Cl:1][C:2]1[C:7]([F:8])=[CH:6][C:5]([CH2:9][S:10]C)=[CH:4][N:3]=1.[N:12]#[C:13][NH2:14].C(O)(=O)C.C(O)(=O)C.IC1C=CC=CC=1. Given the product [F:8][C:7]1[CH:6]=[C:5]([CH2:9][SH:10]=[N:14][C:13]#[N:12])[CH:4]=[N:3][C:2]=1[Cl:1], predict the reactants needed to synthesize it. (5) Given the product [CH:13]1([NH:16][C:28](=[O:29])[N:59]([CH2:58][CH2:57][N:34]([CH3:33])[C:35]([C:37]2[CH:38]=[C:39]3[C:47](=[CH:48][CH:49]=2)[N:46]([CH3:50])[C:45]2[CH2:44][CH2:43][CH:42]([CH:51]4[CH2:56][CH2:5][O:6][CH2:7][CH2:52]4)[CH2:41][C:40]3=2)=[O:36])[CH3:60])[CH2:15][CH2:14]1, predict the reactants needed to synthesize it. The reactants are: ClC(Cl)(O[C:5](=O)[O:6][C:7](Cl)(Cl)Cl)Cl.[CH:13]1([NH2:16])[CH2:15][CH2:14]1.C(N(CC)C(C)C)(C)C.FC(F)(F)[C:28](O)=[O:29].[CH3:33][N:34]([CH2:57][CH2:58][NH:59][CH3:60])[C:35]([C:37]1[CH:38]=[C:39]2[C:47](=[CH:48][CH:49]=1)[N:46]([CH3:50])[C:45]1[CH2:44][CH2:43][CH:42]([CH:51]3[CH2:56]COC[CH2:52]3)[CH2:41][C:40]2=1)=[O:36]. (6) Given the product [Cl:13][CH2:11][O:12][CH:2]1[CH2:10][C:9]2[C:4](=[CH:5][CH:6]=[CH:7][CH:8]=2)[CH2:3]1, predict the reactants needed to synthesize it. The reactants are: O[CH:2]1[CH2:10][C:9]2[C:4](=[CH:5][CH:6]=[CH:7][CH:8]=2)[CH2:3]1.[CH2:11]=[O:12].[Cl-:13].[Ca+2].[Cl-].Cl. (7) Given the product [O:23]=[C:22]1[C:24](=[CH:1][C:3]2[O:7][C:6]([C:8]3[CH:9]=[CH:10][C:11]([S:14]([NH2:17])(=[O:15])=[O:16])=[CH:12][CH:13]=3)=[CH:5][CH:4]=2)[S:18][C:19](=[S:20])[NH:21]1, predict the reactants needed to synthesize it. The reactants are: [CH:1]([C:3]1[O:7][C:6]([C:8]2[CH:13]=[CH:12][C:11]([S:14]([NH2:17])(=[O:16])=[O:15])=[CH:10][CH:9]=2)=[CH:5][CH:4]=1)=O.[S:18]1[CH2:24][C:22](=[O:23])[NH:21][C:19]1=[S:20].N1CCCCC1.